The task is: Predict the reaction yield, written as a fraction of the theoretical maximum amount of product (1.0 means a 100% yield; for example, 0.34 means a 34% yield).. This data is from Reaction yield outcomes from USPTO patents with 853,638 reactions. (1) The product is [C:42]([C@H:39]1[CH2:40][CH2:41][C@H:36]([NH:35][C:24]([C@@H:14]2[NH:13][C:12]3([CH2:27][CH2:28][C:29]([CH3:32])([CH3:33])[CH2:30][CH2:31]3)[C@:6]3([C:5]4[C:9](=[CH:10][C:2]([Cl:1])=[CH:3][CH:4]=4)[NH:8][C:7]3=[O:11])[C@H:15]2[C:16]2[CH:21]=[CH:20][N:19]=[C:18]([Cl:22])[C:17]=2[F:23])=[O:26])[CH2:37][CH2:38]1)(=[O:43])[NH2:44]. The reactants are [Cl:1][C:2]1[CH:10]=[C:9]2[C:5]([C:6]3([C@@H:15]([C:16]4[CH:21]=[CH:20][N:19]=[C:18]([Cl:22])[C:17]=4[F:23])[C@H:14]([C:24]([OH:26])=O)[NH:13][C:12]43[CH2:31][CH2:30][C:29]([CH3:33])([CH3:32])[CH2:28][CH2:27]4)[C:7](=[O:11])[NH:8]2)=[CH:4][CH:3]=1.Cl.[NH2:35][C@H:36]1[CH2:41][CH2:40][C@H:39]([C:42]([NH2:44])=[O:43])[CH2:38][CH2:37]1. The yield is 0.210. No catalyst specified. (2) The catalyst is CC(N(C)C)=O. The reactants are [NH2:1][CH2:2][CH:3]([S:8]([OH:11])(=[O:10])=[O:9])[CH2:4][C:5]([OH:7])=[O:6].[C:12]1(=[O:18])[O:17][C:15](=[O:16])[CH:14]=[CH:13]1. The yield is 0.830. The product is [C:5]([CH2:4][CH:3]([S:8]([OH:11])(=[O:9])=[O:10])[CH2:2][NH:1][C:12](=[O:18])/[CH:13]=[CH:14]\[C:15]([OH:17])=[O:16])([OH:7])=[O:6]. (3) The reactants are [NH2:1][C:2]1[C:3]([C:9]([NH:11][C:12]2[CH:17]=[CH:16][CH:15]=[CH:14][CH:13]=2)=[O:10])=[N:4][C:5](Br)=[CH:6][N:7]=1.B([C:21]1[CH:29]=[CH:28][C:24]([C:25]([OH:27])=[O:26])=[CH:23][CH:22]=1)(O)O.C([O-])([O-])=O.[Na+].[Na+].N#N. The catalyst is CC#N.C1C=CC([P]([Pd]([P](C2C=CC=CC=2)(C2C=CC=CC=2)C2C=CC=CC=2)([P](C2C=CC=CC=2)(C2C=CC=CC=2)C2C=CC=CC=2)[P](C2C=CC=CC=2)(C2C=CC=CC=2)C2C=CC=CC=2)(C2C=CC=CC=2)C2C=CC=CC=2)=CC=1.O. The product is [NH2:1][C:2]1[N:7]=[CH:6][C:5]([C:21]2[CH:29]=[CH:28][C:24]([C:25]([OH:27])=[O:26])=[CH:23][CH:22]=2)=[N:4][C:3]=1[C:9](=[O:10])[NH:11][C:12]1[CH:17]=[CH:16][CH:15]=[CH:14][CH:13]=1. The yield is 0.690. (4) The reactants are Br[C:2]1[CH:3]=[C:4]2[C:9](=[CH:10][CH:11]=1)[N:8]=[C:7]([C:12]1[CH:17]=[CH:16][C:15]([C:18]3[NH:22][C:21]([C@H:23]4[N:28]5[C:29](=[O:40])[C@@H:30]([NH:35][C:36](=[O:39])[O:37][CH3:38])[CH2:31][CH2:32][C:33](=[O:34])[N:27]5[CH2:26][CH2:25][CH2:24]4)=[N:20][CH:19]=3)=[CH:14][CH:13]=1)[CH:6]=[N:5]2.[CH3:41][C:42]1([CH3:58])[C:46]([CH3:48])([CH3:47])[O:45][B:44]([B:44]2[O:45][C:46]([CH3:48])([CH3:47])[C:42]([CH3:58])([CH3:41])[O:43]2)[O:43]1.C([O-])(=O)C.[K+]. The catalyst is O1CCOCC1. The product is [O:40]=[C:29]1[C@@H:30]([NH:35][C:36](=[O:39])[O:37][CH3:38])[CH2:31][CH2:32][C:33](=[O:34])[N:27]2[CH2:26][CH2:25][CH2:24][C@@H:23]([C:21]3[NH:22][C:18]([C:15]4[CH:16]=[CH:17][C:12]([C:7]5[CH:6]=[N:5][C:4]6[C:9](=[CH:10][CH:11]=[C:2]([B:44]7[O:45][C:46]([CH3:48])([CH3:47])[C:42]([CH3:58])([CH3:41])[O:43]7)[CH:3]=6)[N:8]=5)=[CH:13][CH:14]=4)=[CH:19][N:20]=3)[N:28]12. The yield is 0.565.